From a dataset of Reaction yield outcomes from USPTO patents with 853,638 reactions. Predict the reaction yield, written as a fraction of the theoretical maximum amount of product (1.0 means a 100% yield; for example, 0.34 means a 34% yield). The reactants are CO[C:3]1[CH:4]=[C:5]2[C:10](=[CH:11][CH:12]=1)[CH:9]=[N:8][C:7]([C:13]([OH:15])=[O:14])=[CH:6]2.[C:16](C1(C(O)=O)C2C(=CC=C(O)C=2)CCN1)(OC(C)(C)C)=[O:17]. No catalyst specified. The product is [CH3:16][O:17][C:12]1[CH:11]=[C:10]2[C:5]([CH:6]=[C:7]([C:13]([OH:15])=[O:14])[N:8]=[CH:9]2)=[CH:4][CH:3]=1. The yield is 0.170.